From a dataset of Full USPTO retrosynthesis dataset with 1.9M reactions from patents (1976-2016). Predict the reactants needed to synthesize the given product. (1) Given the product [CH:31]1([CH2:34][NH:35][C:27]([C:19]2[C:18]3[C:13](=[CH:14][CH:15]=[C:16]([F:30])[CH:17]=3)[N:12]=[C:11]([CH:9]([NH:8][C:6](=[O:7])[O:5][C:1]([CH3:2])([CH3:4])[CH3:3])[CH3:10])[C:20]=2[C:21]2[CH:26]=[CH:25][CH:24]=[CH:23][CH:22]=2)=[O:29])[CH2:33][CH2:32]1, predict the reactants needed to synthesize it. The reactants are: [C:1]([O:5][C:6]([NH:8][CH:9]([C:11]1[C:20]([C:21]2[CH:26]=[CH:25][CH:24]=[CH:23][CH:22]=2)=[C:19]([C:27]([OH:29])=O)[C:18]2[C:13](=[CH:14][CH:15]=[C:16]([F:30])[CH:17]=2)[N:12]=1)[CH3:10])=[O:7])([CH3:4])([CH3:3])[CH3:2].[CH:31]1([CH2:34][NH2:35])[CH2:33][CH2:32]1.CCN(C(C)C)C(C)C.CN(C(ON1N=NC2C=CC=NC1=2)=[N+](C)C)C.F[P-](F)(F)(F)(F)F. (2) Given the product [CH:1]1[C:10]2[C:5](=[CH:6][CH:7]=[CH:8][CH:9]=2)[CH:4]=[CH:3][C:2]=1[S:11]([N:14]1[CH2:18][CH:17]([CH2:19][S:20][C:21]([C:22]2[CH:27]=[CH:26][CH:25]=[CH:24][CH:23]=2)([C:28]2[CH:29]=[CH:30][CH:31]=[CH:32][CH:33]=2)[C:34]2[CH:39]=[CH:38][CH:37]=[CH:36][CH:35]=2)[CH:16]([CH2:40][O:41][CH2:44][C:45]2[CH:50]=[CH:49][CH:48]=[CH:47][CH:46]=2)[CH2:15]1)(=[O:13])=[O:12], predict the reactants needed to synthesize it. The reactants are: [CH:1]1[C:10]2[C:5](=[CH:6][CH:7]=[CH:8][CH:9]=2)[CH:4]=[CH:3][C:2]=1[S:11]([N:14]1[CH2:18][CH:17]([CH2:19][S:20][C:21]([C:34]2[CH:39]=[CH:38][CH:37]=[CH:36][CH:35]=2)([C:28]2[CH:33]=[CH:32][CH:31]=[CH:30][CH:29]=2)[C:22]2[CH:27]=[CH:26][CH:25]=[CH:24][CH:23]=2)[CH:16]([CH2:40][OH:41])[CH2:15]1)(=[O:13])=[O:12].[H-].[Na+].[CH2:44](Br)[C:45]1[CH:50]=[CH:49][CH:48]=[CH:47][CH:46]=1.O. (3) Given the product [Br:19][CH2:20][CH2:21][CH2:22][CH2:23][CH2:24][CH2:25][O:18][C:6]1[CH:7]=[C:8]([S:12][CH2:13][C:14]([F:17])([F:16])[F:15])[C:9]([CH3:11])=[CH:10][C:5]=1[CH3:4], predict the reactants needed to synthesize it. The reactants are: C(#N)C.[CH3:4][C:5]1[CH:10]=[C:9]([CH3:11])[C:8]([S:12][CH2:13][C:14]([F:17])([F:16])[F:15])=[CH:7][C:6]=1[OH:18].[Br:19][CH2:20][CH2:21][CH2:22][CH2:23][CH2:24][CH2:25]Br.C(=O)([O-])[O-].[K+].[K+]. (4) Given the product [CH2:21]([N:17]1[C:18]2[C:14](=[CH:13][C:12]([C:9]3[CH:10]=[CH:11][C:6]([O:5][CH2:4][C:3]([OH:41])=[O:2])=[CH:7][CH:8]=3)=[CH:20][CH:19]=2)[C:15]([CH2:34][C:35]2[CH:36]=[CH:37][CH:38]=[CH:39][CH:40]=2)=[C:16]1[C:28]1[CH:33]=[CH:32][CH:31]=[CH:30][CH:29]=1)[C:22]1[CH:23]=[CH:24][CH:25]=[CH:26][CH:27]=1, predict the reactants needed to synthesize it. The reactants are: C[O:2][C:3](=[O:41])[CH2:4][O:5][C:6]1[CH:11]=[CH:10][C:9]([C:12]2[CH:13]=[C:14]3[C:18](=[CH:19][CH:20]=2)[N:17]([CH2:21][C:22]2[CH:27]=[CH:26][CH:25]=[CH:24][CH:23]=2)[C:16]([C:28]2[CH:33]=[CH:32][CH:31]=[CH:30][CH:29]=2)=[C:15]3[CH2:34][C:35]2[CH:40]=[CH:39][CH:38]=[CH:37][CH:36]=2)=[CH:8][CH:7]=1.[OH-].[K+]. (5) Given the product [NH2:1][C:2]1[CH:7]=[C:6]([C:20]2[CH:19]=[CH:18][CH:17]=[C:16]([C:15]([F:26])([F:25])[F:14])[CH:21]=2)[N:5]=[C:4]([C:9]#[N:10])[C:3]=1[N+:11]([O-:13])=[O:12], predict the reactants needed to synthesize it. The reactants are: [NH2:1][C:2]1[CH:7]=[C:6](Cl)[N:5]=[C:4]([C:9]#[N:10])[C:3]=1[N+:11]([O-:13])=[O:12].[F:14][C:15]([F:26])([F:25])[C:16]1[CH:17]=[C:18](B(O)O)[CH:19]=[CH:20][CH:21]=1.C(=O)([O-])[O-].[K+].[K+]. (6) Given the product [CH3:1][O:2][C:3]1[CH:8]=[CH:7][N:6]=[C:5]([CH2:9][O:10][C:11](=[O:17])[CH2:12][CH2:13][CH2:14][CH2:15][CH3:16])[N:4]=1, predict the reactants needed to synthesize it. The reactants are: [CH3:1][O:2][C:3]1[CH:8]=[CH:7][N:6]=[C:5]([CH2:9][OH:10])[N:4]=1.[C:11](O[C:11](=[O:17])[CH2:12][CH2:13][CH2:14][CH2:15][CH3:16])(=[O:17])[CH2:12][CH2:13][CH2:14][CH2:15][CH3:16].C(O)(C)C.